Predict the reactants needed to synthesize the given product. From a dataset of Full USPTO retrosynthesis dataset with 1.9M reactions from patents (1976-2016). (1) Given the product [CH2:25]([NH:24][CH:19]1[CH2:18][C:17]2[N:16]=[CH:15][C:14]([NH:13][S:10]([C:7]3[CH:6]=[CH:5][C:4]([O:3][C:2]([F:30])([F:29])[F:1])=[CH:9][CH:8]=3)(=[O:12])=[O:11])=[CH:23][C:22]=2[CH2:21][CH2:20]1)[CH2:26][CH3:27], predict the reactants needed to synthesize it. The reactants are: [F:1][C:2]([F:30])([F:29])[O:3][C:4]1[CH:9]=[CH:8][C:7]([S:10]([NH:13][C:14]2[CH:15]=[N:16][C:17]3[CH2:18][CH:19]([NH:24][C:25](=O)[CH2:26][CH3:27])[CH2:20][CH2:21][C:22]=3[CH:23]=2)(=[O:12])=[O:11])=[CH:6][CH:5]=1.B.C1COCC1. (2) Given the product [F:1][CH:2]([F:12])[C:3]1[CH:4]=[CH:5][C:6]([C:7]([O:9][CH3:14])=[O:8])=[CH:10][CH:11]=1, predict the reactants needed to synthesize it. The reactants are: [F:1][CH:2]([F:12])[C:3]1[CH:11]=[CH:10][C:6]([C:7]([OH:9])=[O:8])=[CH:5][CH:4]=1.Cl.[CH3:14]O. (3) Given the product [CH:29]1([CH2:35][NH:36][C:2]2[C:7]([C:8]3[CH:9]=[C:10]([O:14][C:15]4[CH:24]=[C:23]5[C:18]([CH:19]=[CH:20][CH:21]=[N:22]5)=[CH:17][CH:16]=4)[N:11]=[CH:12][N:13]=3)=[CH:6][CH:5]=[C:4]([C:25]([F:28])([F:27])[F:26])[N:3]=2)[CH2:34][CH2:33][CH2:32][CH2:31][CH2:30]1, predict the reactants needed to synthesize it. The reactants are: Cl[C:2]1[C:7]([C:8]2[N:13]=[CH:12][N:11]=[C:10]([O:14][C:15]3[CH:24]=[C:23]4[C:18]([CH:19]=[CH:20][CH:21]=[N:22]4)=[CH:17][CH:16]=3)[CH:9]=2)=[CH:6][CH:5]=[C:4]([C:25]([F:28])([F:27])[F:26])[N:3]=1.[CH:29]1([CH2:35][NH2:36])[CH2:34][CH2:33][CH2:32][CH2:31][CH2:30]1. (4) Given the product [Cl:1][C:2]1[CH:3]=[C:4]([NH:5][C:37]([NH:45][C:46]2[S:47][C:48]([CH2:51][CH3:52])=[N:49][N:50]=2)=[O:43])[CH:6]=[CH:7][C:8]=1[O:9][C:10]1[C:19]2[C:14](=[CH:15][C:16]([O:22][CH3:23])=[C:17]([O:20][CH3:21])[CH:18]=2)[N:13]=[CH:12][CH:11]=1, predict the reactants needed to synthesize it. The reactants are: [Cl:1][C:2]1[CH:3]=[C:4]([CH:6]=[CH:7][C:8]=1[O:9][C:10]1[C:19]2[C:14](=[CH:15][C:16]([O:22][CH3:23])=[C:17]([O:20][CH3:21])[CH:18]=2)[N:13]=[CH:12][CH:11]=1)[NH2:5].C(N(C(C)C)CC)(C)C.ClC(Cl)(O[C:37](=[O:43])OC(Cl)(Cl)Cl)Cl.[NH2:45][C:46]1[S:47][C:48]([CH2:51][CH3:52])=[N:49][N:50]=1. (5) Given the product [C:45]([C:41]1[CH:40]=[C:39]([CH:44]=[CH:43][CH:42]=1)[C:38]([NH:37][C:32]1[CH:31]=[CH:30][C:35]([CH3:36])=[C:34]([NH:11][C:10]2[N:6]([CH2:5][CH:4]([O:3][CH2:1][CH3:2])[O:26][CH2:27][CH3:28])[N:7]=[C:8]([C:12]3[CH:13]=[N:14][N:15]([CH2:17][C:18]4[CH:19]=[CH:20][C:21]([O:24][CH3:25])=[CH:22][CH:23]=4)[CH:16]=3)[CH:9]=2)[CH:33]=1)=[O:49])([CH3:48])([CH3:46])[CH3:47], predict the reactants needed to synthesize it. The reactants are: [CH2:1]([O:3][CH:4]([O:26][CH2:27][CH3:28])[CH2:5][N:6]1[C:10]([NH2:11])=[CH:9][C:8]([C:12]2[CH:13]=[N:14][N:15]([CH2:17][C:18]3[CH:23]=[CH:22][C:21]([O:24][CH3:25])=[CH:20][CH:19]=3)[CH:16]=2)=[N:7]1)[CH3:2].Br[C:30]1[CH:31]=[C:32]([NH:37][C:38](=[O:49])[C:39]2[CH:44]=[CH:43][CH:42]=[C:41]([C:45]([CH3:48])([CH3:47])[CH3:46])[CH:40]=2)[CH:33]=[CH:34][C:35]=1[CH3:36].CC1(C)C2C(=C(P(C3C=CC=CC=3)C3C=CC=CC=3)C=CC=2)OC2C(P(C3C=CC=CC=3)C3C=CC=CC=3)=CC=CC1=2.C(=O)([O-])[O-].[Cs+].[Cs+]. (6) Given the product [CH2:2]([O:20][S:13]([C:16]([F:19])([F:18])[F:17])(=[O:15])=[O:14])[CH2:3][CH2:4][CH2:5][CH3:6], predict the reactants needed to synthesize it. The reactants are: N1[CH:6]=[CH:5][CH:4]=[CH:3][CH:2]=1.C(O)CCCC.[S:13]([O:20]S(C(F)(F)F)(=O)=O)([C:16]([F:19])([F:18])[F:17])(=[O:15])=[O:14]. (7) Given the product [F:41][C:34]1[CH:35]=[C:36]([CH3:40])[C:37]([O:39][C:5]2[N:10]=[C:9]([C:11]3[CH:12]=[N:13][N:14]([CH3:16])[CH:15]=3)[CH:8]=[CH:7][N:6]=2)=[CH:38][C:33]=1[NH2:32], predict the reactants needed to synthesize it. The reactants are: CS([C:5]1[N:10]=[C:9]([C:11]2[CH:12]=[N:13][N:14]([CH3:16])[CH:15]=2)[CH:8]=[CH:7][N:6]=1)(=O)=O.CS(C1N=C(C2C=NN(C)C=2)C=CN=1)=O.[NH2:32][C:33]1[C:34]([F:41])=[CH:35][C:36]([CH3:40])=[C:37]([OH:39])[CH:38]=1.C([O-])([O-])=O.[K+].[K+].